Task: Predict which catalyst facilitates the given reaction.. Dataset: Catalyst prediction with 721,799 reactions and 888 catalyst types from USPTO (1) Reactant: Br[C:2]1[CH:3]=[CH:4][C:5]([N+:8]([O-:10])=[O:9])=[N:6][CH:7]=1.[NH:11]1[CH2:15][CH2:14][CH2:13][CH2:12]1. Product: [N+:8]([C:5]1[CH:4]=[CH:3][C:2]([N:11]2[CH2:15][CH2:14][CH2:13][CH2:12]2)=[CH:7][N:6]=1)([O-:10])=[O:9]. The catalyst class is: 6. (2) Reactant: [Cl:1][C:2]1[C:17]([C:18]([F:21])([F:20])[F:19])=[CH:16][CH:15]=[CH:14][C:3]=1[CH2:4][N:5]1[C@@H:10]([CH3:11])[CH2:9][NH:8][C:7](=[O:12])[C:6]1=[O:13].C(=O)([O-])[O-].[Na+].[Na+].F[B-](F)(F)F.[CH2:33]([O+](CC)CC)[CH3:34]. Product: [Cl:1][C:2]1[C:17]([C:18]([F:21])([F:19])[F:20])=[CH:16][CH:15]=[CH:14][C:3]=1[CH2:4][N:5]1[C@@H:10]([CH3:11])[CH2:9][N:8]=[C:7]([O:12][CH2:33][CH3:34])[C:6]1=[O:13]. The catalyst class is: 2. (3) Reactant: C([O:3][C:4](=[O:31])[CH2:5][O:6][C:7]1[CH:12]=[CH:11][C:10]([C:13]([C:24]2[CH:29]=[CH:28][C:27]([OH:30])=[CH:26][CH:25]=2)=[C:14]2[CH2:19][C:18]([CH3:21])([CH3:20])[CH2:17][C:16]([CH3:23])([CH3:22])[CH2:15]2)=[CH:9][CH:8]=1)C.[OH-].[Na+]. Product: [OH:30][C:27]1[CH:28]=[CH:29][C:24]([C:13](=[C:14]2[CH2:15][C:16]([CH3:23])([CH3:22])[CH2:17][C:18]([CH3:21])([CH3:20])[CH2:19]2)[C:10]2[CH:11]=[CH:12][C:7]([O:6][CH2:5][C:4]([OH:31])=[O:3])=[CH:8][CH:9]=2)=[CH:25][CH:26]=1. The catalyst class is: 242. (4) Reactant: Br[C:2]1[CH:7]=[C:6]([CH3:8])[CH:5]=[C:4]([CH3:9])[C:3]=1[OH:10].[O:11]1[CH2:16][CH:15]=[C:14](B2OC(C)(C)C(C)(C)O2)[CH2:13][CH2:12]1.C(=O)([O-])[O-].[Na+].[Na+].O. Product: [O:11]1[CH2:12][CH:13]=[C:14]([C:2]2[CH:7]=[C:6]([CH3:8])[CH:5]=[C:4]([CH3:9])[C:3]=2[OH:10])[CH2:15][CH2:16]1. The catalyst class is: 216. (5) Reactant: [CH:1]([NH2:4])([CH3:3])[CH3:2].Cl[P:6](Cl)[C:7]1[CH:12]=[CH:11][CH:10]=[CH:9][CH:8]=1. Product: [CH:1]([NH:4][P:6]([NH:4][CH:1]([CH3:3])[CH3:2])[C:7]1[CH:12]=[CH:11][CH:10]=[CH:9][CH:8]=1)([CH3:3])[CH3:2]. The catalyst class is: 27. (6) Reactant: OC([C:5]1[S:9][C:8]([NH:10]C(=O)OC(C)(C)C)=[N:7][C:6]=1[CH2:18][CH2:19][O:20][CH:21]1[CH2:26]COC[CH2:22]1)(C)C.Cl.[OH-].[Na+]. Product: [CH3:26][C:21]1([CH3:22])[C:5]2[S:9][C:8]([NH2:10])=[N:7][C:6]=2[CH2:18][CH2:19][O:20]1. The catalyst class is: 7. (7) Reactant: [CH3:1][N:2]1[CH:6]=[CH:5][N:4]=[N:3]1.[Li]CCCC.[Cl:12][C:13]1[C:22]2[C:17](=[CH:18][CH:19]=[C:20]([C:23]([C:25]3[N:29]([CH3:30])[C:28]([CH3:31])=[N:27][CH:26]=3)=[O:24])[CH:21]=2)[N:16]=[C:15]([O:32][CH3:33])[C:14]=1[CH2:34][CH:35]([CH3:37])[CH3:36]. Product: [Cl:12][C:13]1[C:22]2[C:17](=[CH:18][CH:19]=[C:20]([C:23]([C:25]3[N:29]([CH3:30])[C:28]([CH3:31])=[N:27][CH:26]=3)([C:6]3[N:2]([CH3:1])[N:3]=[N:4][CH:5]=3)[OH:24])[CH:21]=2)[N:16]=[C:15]([O:32][CH3:33])[C:14]=1[CH2:34][CH:35]([CH3:37])[CH3:36]. The catalyst class is: 1. (8) Reactant: Cl.[CH:2]1([C:5]2[N:6]=[CH:7][C:8]([O:11][C@@H:12]3[CH2:22][N:15]4[C:16](=[O:21])[CH2:17][CH2:18][NH:19][CH2:20][C@H:14]4[CH2:13]3)=[N:9][CH:10]=2)[CH2:4][CH2:3]1.C(N(CC)CC)C.[F:30][C:31]([F:42])([F:41])[C:32]1[CH:33]=[C:34]([CH:38]=[CH:39][CH:40]=1)[C:35](Cl)=[O:36]. Product: [CH:2]1([C:5]2[N:6]=[CH:7][C:8]([O:11][C@@H:12]3[CH2:22][N:15]4[C:16](=[O:21])[CH2:17][CH2:18][N:19]([C:35](=[O:36])[C:34]5[CH:38]=[CH:39][CH:40]=[C:32]([C:31]([F:30])([F:41])[F:42])[CH:33]=5)[CH2:20][C@H:14]4[CH2:13]3)=[N:9][CH:10]=2)[CH2:4][CH2:3]1. The catalyst class is: 112. (9) Reactant: [NH2:1][CH2:2][CH2:3][CH2:4][CH2:5][CH2:6][N:7]1[CH2:12][CH2:11][CH:10]([C:13]2[CH:14]=[C:15]([NH:19][C:20](=[O:24])[CH:21]([CH3:23])[CH3:22])[CH:16]=[CH:17][CH:18]=2)[CH2:9][CH2:8]1.[Cl:25][C:26]1[CH:31]=[CH:30][CH:29]=[CH:28][C:27]=1[C:32]1[C:36]([C:37](Cl)=[O:38])=[C:35]([CH3:40])[O:34][N:33]=1. Product: [Cl:25][C:26]1[CH:31]=[CH:30][CH:29]=[CH:28][C:27]=1[C:32]1[C:36]([C:37]([NH:1][CH2:2][CH2:3][CH2:4][CH2:5][CH2:6][N:7]2[CH2:8][CH2:9][CH:10]([C:13]3[CH:18]=[CH:17][CH:16]=[C:15]([NH:19][C:20](=[O:24])[CH:21]([CH3:22])[CH3:23])[CH:14]=3)[CH2:11][CH2:12]2)=[O:38])=[C:35]([CH3:40])[O:34][N:33]=1. The catalyst class is: 76.